This data is from Catalyst prediction with 721,799 reactions and 888 catalyst types from USPTO. The task is: Predict which catalyst facilitates the given reaction. Reactant: [CH3:1][N:2]1[C@@H:18]2[CH2:19][C:7]3[CH:8]=[CH:9][C:10]([O:22][CH3:23])=[C:11]4[O:12][C@H:13]5[C:14]([O:20]C)=[CH:15][CH:16]=[C:17]2[C@:5]5([C:6]=34)[CH2:4][CH2:3]1.C(O)=[O:25].OO. Product: [O:12]1[C@@H:13]2[C@@:5]34[CH2:4][CH2:3][N:2]([CH3:1])[C@@H:18]([C@:17]3([OH:25])[CH2:16][CH2:15][C:14]2=[O:20])[CH2:19][C:7]2=[C:6]4[C:11]1=[C:10]([O:22][CH3:23])[CH:9]=[CH:8]2. The catalyst class is: 41.